Dataset: Full USPTO retrosynthesis dataset with 1.9M reactions from patents (1976-2016). Task: Predict the reactants needed to synthesize the given product. (1) Given the product [ClH:27].[CH:1]1([C:6]2[CH:11]=[CH:10][C:9]([CH2:12][O:13][C:14]3[CH:15]=[CH:16][C:17]([NH2:20])=[CH:18][CH:19]=3)=[CH:8][C:7]=2[C:23]([F:24])([F:25])[F:26])[CH2:2][CH2:3][CH2:4][CH2:5]1, predict the reactants needed to synthesize it. The reactants are: [CH:1]1([C:6]2[CH:11]=[CH:10][C:9]([CH2:12][O:13][C:14]3[CH:19]=[CH:18][C:17]([N+:20]([O-])=O)=[CH:16][CH:15]=3)=[CH:8][C:7]=2[C:23]([F:26])([F:25])[F:24])[CH2:5][CH2:4][CH2:3][CH2:2]1.[Cl-:27].[NH4+]. (2) Given the product [Cl:29][CH2:28][CH2:27][CH2:26][O:1][C:2]1[CH:11]=[C:10]2[C:5]([C:6]([O:12][C:13]3[CH:14]=[C:15]4[C:19](=[CH:20][CH:21]=3)[NH:18][C:17]([CH3:22])=[CH:16]4)=[N:7][CH:8]=[N:9]2)=[CH:4][C:3]=1[O:23][CH3:24], predict the reactants needed to synthesize it. The reactants are: [OH:1][C:2]1[CH:11]=[C:10]2[C:5]([C:6]([O:12][C:13]3[CH:14]=[C:15]4[C:19](=[CH:20][CH:21]=3)[NH:18][C:17]([CH3:22])=[CH:16]4)=[N:7][CH:8]=[N:9]2)=[CH:4][C:3]=1[O:23][CH3:24].Br[CH2:26][CH2:27][CH2:28][Cl:29].C(=O)([O-])[O-].[K+].[K+].O. (3) Given the product [Br:13][C:6]1[N:2]([CH3:1])[C:3]([C:8]([O:10][CH2:11][CH3:12])=[O:9])=[CH:4][C:5]=1[CH3:7], predict the reactants needed to synthesize it. The reactants are: [CH3:1][N:2]1[CH:6]=[C:5]([CH3:7])[CH:4]=[C:3]1[C:8]([O:10][CH2:11][CH3:12])=[O:9].[Br:13]N1C(=O)CCC1=O. (4) Given the product [Br:22][CH2:1][C:2]1[CH:7]=[C:6]([C:8]2[CH:9]=[CH:10][C:11]([C:14]([F:15])([F:16])[F:17])=[CH:12][CH:13]=2)[C:5]([C:18]([O:20][CH3:21])=[O:19])=[CH:4][CH:3]=1, predict the reactants needed to synthesize it. The reactants are: [CH3:1][C:2]1[CH:7]=[C:6]([C:8]2[CH:13]=[CH:12][C:11]([C:14]([F:17])([F:16])[F:15])=[CH:10][CH:9]=2)[C:5]([C:18]([O:20][CH3:21])=[O:19])=[CH:4][CH:3]=1.[Br:22]N1C(=O)CCC1=O.C(OCC)(=O)C.